This data is from Forward reaction prediction with 1.9M reactions from USPTO patents (1976-2016). The task is: Predict the product of the given reaction. (1) The product is: [C:38]([C:42]1[CH:46]=[C:45]([NH:47][C:20]([NH:19][CH2:18][C:17]2[CH:27]=[C:28]([F:31])[CH:29]=[CH:30][C:16]=2[CH2:15][O:14][C:10]2[CH:11]=[C:12]([CH3:13])[N:7]([CH2:6][C:5]3[CH:34]=[CH:35][CH:36]=[C:3]([O:2][CH3:1])[CH:4]=3)[C:8](=[O:33])[C:9]=2[Cl:32])=[O:26])[N:44]([C:57]2[CH:62]=[CH:61][CH:60]=[C:59]([O:63][CH3:64])[CH:58]=2)[N:43]=1)([CH3:41])([CH3:39])[CH3:40]. Given the reactants [CH3:1][O:2][C:3]1[CH:4]=[C:5]([CH:34]=[CH:35][CH:36]=1)[CH2:6][N:7]1[C:12]([CH3:13])=[CH:11][C:10]([O:14][CH2:15][C:16]2[CH:30]=[CH:29][C:28]([F:31])=[CH:27][C:17]=2[CH2:18][NH:19][C:20](=[O:26])OC(C)(C)C)=[C:9]([Cl:32])[C:8]1=[O:33].Cl.[C:38]([C:42]1[CH:46]=[C:45]([NH:47]C(=O)OC2C=CC=CC=2)[N:44]([C:57]2[CH:62]=[CH:61][CH:60]=[C:59]([O:63][CH3:64])[CH:58]=2)[N:43]=1)([CH3:41])([CH3:40])[CH3:39].C(N(CC)CC)C, predict the reaction product. (2) Given the reactants [C:1]([C:3]1[C:4]2[N:12]([CH:13]3[CH2:17][CH2:16][CH2:15][CH2:14]3)[CH:11]=[C:10]([C:18]3[CH:23]=[CH:22][C:21]([CH2:24][C:25]([NH2:27])=O)=[CH:20][CH:19]=3)[C:5]=2[C:6](=[O:9])[NH:7][CH:8]=1)#[N:2].N1C=CC=CC=1.FC(F)(F)C(OC(=O)C(F)(F)F)=O.O, predict the reaction product. The product is: [C:25]([CH2:24][C:21]1[CH:22]=[CH:23][C:18]([C:10]2[C:5]3[C:6](=[O:9])[NH:7][CH:8]=[C:3]([C:1]#[N:2])[C:4]=3[N:12]([CH:13]3[CH2:17][CH2:16][CH2:15][CH2:14]3)[CH:11]=2)=[CH:19][CH:20]=1)#[N:27]. (3) Given the reactants [CH3:1][N:2]1[CH2:7][CH2:6][N:5]([C:8]2[CH:13]=[CH:12][C:11]([N+:14]([O-])=O)=[C:10]([N:17]3[CH2:22][CH2:21][CH2:20][CH2:19][CH2:18]3)[CH:9]=2)[CH2:4][CH2:3]1, predict the reaction product. The product is: [CH3:1][N:2]1[CH2:3][CH2:4][N:5]([C:8]2[CH:13]=[CH:12][C:11]([NH2:14])=[C:10]([N:17]3[CH2:22][CH2:21][CH2:20][CH2:19][CH2:18]3)[CH:9]=2)[CH2:6][CH2:7]1. (4) Given the reactants [CH:1]([O:3][CH2:4][CH2:5][OH:6])=[CH2:2].N([C:9]([CH3:15])([CH3:14])[C:10]([O:12][CH3:13])=O)=N[C:9]([CH3:15])([CH3:14])[C:10]([O:12][CH3:13])=O, predict the reaction product. The product is: [CH:1]([O:3][CH2:4][CH2:5][OH:6])=[CH2:2].[CH:13]([O:12][CH2:10][CH:9]([CH3:15])[CH3:14])=[CH2:1]. (5) Given the reactants [NH:1]([C:9]([O:11][C:12]([CH3:15])([CH3:14])[CH3:13])=[O:10])[CH:2]([C:5]([O:7][CH3:8])=[O:6])[CH2:3][OH:4].[CH2:16](Br)[C:17]1[CH:22]=[CH:21][CH:20]=[CH:19][CH:18]=1, predict the reaction product. The product is: [CH2:16]([O:4][CH2:3][C@@H:2]([C:5]([O:7][CH3:8])=[O:6])[NH:1][C:9]([O:11][C:12]([CH3:15])([CH3:14])[CH3:13])=[O:10])[C:17]1[CH:22]=[CH:21][CH:20]=[CH:19][CH:18]=1. (6) The product is: [Cl:7][C:6]1[C:5](=[O:8])[N:4]([C:9]2[CH:14]=[CH:13][C:12]([F:15])=[C:11]([F:16])[CH:10]=2)[C:3](=[O:17])[C:2]=1[N:18]1[CH2:23][CH2:22][O:21][CH2:20][CH2:19]1. Given the reactants Cl[C:2]1[C:3](=[O:17])[N:4]([C:9]2[CH:14]=[CH:13][C:12]([F:15])=[C:11]([F:16])[CH:10]=2)[C:5](=[O:8])[C:6]=1[Cl:7].[NH:18]1[CH2:23][CH2:22][O:21][CH2:20][CH2:19]1, predict the reaction product. (7) The product is: [Br:18][C:19]1[C:20]([NH:34][CH:35]([CH3:37])[CH3:36])=[N:21][C:22]([NH:25][C:26]2[CH:31]=[CH:30][C:29]([S:8][CH3:5])=[CH:28][CH:27]=2)=[N:23][CH:24]=1. Given the reactants CC1C=C[C:5]([S:8]([N-]Cl)(=O)=O)=CC=1.O.O.O.[Na+].Cl.[Br:18][C:19]1[C:20]([NH:34][CH:35]([CH3:37])[CH3:36])=[N:21][C:22]([NH:25][C:26]2[CH:31]=[CH:30][C:29](C)=[CH:28][C:27]=2S)=[N:23][CH:24]=1, predict the reaction product.